From a dataset of Forward reaction prediction with 1.9M reactions from USPTO patents (1976-2016). Predict the product of the given reaction. Given the reactants N1([C:6](N2C=CN=C2)=[O:7])C=CN=C1.N1C=CN=C1.[Cl:18][C:19]1[N:24]=[CH:23][C:22]2[C:25]([NH2:47])=[N:26][N:27]([C:28]([C:41]3[CH:46]=[CH:45][CH:44]=[CH:43][CH:42]=3)([C:35]3[CH:40]=[CH:39][CH:38]=[CH:37][CH:36]=3)[C:29]3[CH:34]=[CH:33][CH:32]=[CH:31][CH:30]=3)[C:21]=2[CH:20]=1.Cl.[F:49][C:50]1([F:54])[CH2:53][NH:52][CH2:51]1, predict the reaction product. The product is: [Cl:18][C:19]1[N:24]=[CH:23][C:22]2[C:25]([NH:47][C:6]([N:52]3[CH2:53][C:50]([F:54])([F:49])[CH2:51]3)=[O:7])=[N:26][N:27]([C:28]([C:35]3[CH:40]=[CH:39][CH:38]=[CH:37][CH:36]=3)([C:29]3[CH:30]=[CH:31][CH:32]=[CH:33][CH:34]=3)[C:41]3[CH:42]=[CH:43][CH:44]=[CH:45][CH:46]=3)[C:21]=2[CH:20]=1.